From a dataset of Reaction yield outcomes from USPTO patents with 853,638 reactions. Predict the reaction yield, written as a fraction of the theoretical maximum amount of product (1.0 means a 100% yield; for example, 0.34 means a 34% yield). The reactants are [CH3:1][O:2][C:3]([C:5]1[S:12][C:11]2[C:10]([C:13]3[NH:14][C:15]4[C:20]([CH:21]=3)=[CH:19][C:18]([C:22](C)(C)[O:23][SiH2]C(C)(C)C)=[CH:17][CH:16]=4)=[N:9][NH:8][C:7]=2[CH:6]=1)=[O:4].[F-].C([N+](CCCC)(CCCC)CCCC)CCC. The catalyst is O1CCCC1.C(OCC)(=O)C. The product is [CH3:1][O:2][C:3]([C:5]1[S:12][C:11]2[C:10]([C:13]3[NH:14][C:15]4[C:20]([CH:21]=3)=[CH:19][C:18]([CH2:22][OH:23])=[CH:17][CH:16]=4)=[N:9][NH:8][C:7]=2[CH:6]=1)=[O:4]. The yield is 0.730.